From a dataset of Full USPTO retrosynthesis dataset with 1.9M reactions from patents (1976-2016). Predict the reactants needed to synthesize the given product. (1) The reactants are: [C:1]1([C:7]2[N:11]=[C:10]([N:12]3[CH2:17][CH2:16][NH:15][CH2:14][CH2:13]3)[S:9][N:8]=2)[CH:6]=[CH:5][CH:4]=[CH:3][CH:2]=1.C(N(CC)CC)C.[CH3:25][O:26][C:27]1[CH:32]=[CH:31][C:30]([N:33]=[C:34]=[O:35])=[CH:29][CH:28]=1.CCCCCC. Given the product [CH3:25][O:26][C:27]1[CH:32]=[CH:31][C:30]([NH:33][C:34]([N:15]2[CH2:16][CH2:17][N:12]([C:10]3[S:9][N:8]=[C:7]([C:1]4[CH:2]=[CH:3][CH:4]=[CH:5][CH:6]=4)[N:11]=3)[CH2:13][CH2:14]2)=[O:35])=[CH:29][CH:28]=1, predict the reactants needed to synthesize it. (2) Given the product [NH:9]1[C:4]2[C:5](=[CH:6][CH:1]=[CH:2][CH:3]=2)[C:7]([CH:10]=[CH:11][C:12]([NH:14][C:15]2[CH:20]=[C:19]([CH:18]=[CH:17][CH:16]=2)[C:21]([NH2:23])=[O:22])=[O:13])=[CH:8]1, predict the reactants needed to synthesize it. The reactants are: [CH:1]1[CH:6]=[C:5]2[C:7](/[CH:10]=[CH:11]/[C:12]([NH:14][C:15]3[CH:20]=[C:19]([C:21]([NH2:23])=[O:22])[CH:18]=[CH:17][CH:16]=3)=[O:13])=[CH:8][NH:9][C:4]2=[CH:3][CH:2]=1.N1C2C(=CC=CC=2)C(/C=C/C(O)=O)=C1.NC1C=C(C=CC=1)C(N)=O.C(N(CC)C(C)C)(C)C. (3) Given the product [CH3:11][C:9]1[CH:10]=[C:2]([O:34][CH2:33][CH2:32][N:29]2[CH2:30][CH2:31][N:26]([CH3:25])[CH2:27][CH2:28]2)[CH:3]=[C:4]2[C:8]=1[CH2:7][N:6]([CH2:13][C:14]1[CH:19]=[CH:18][C:17]([O:20][C:21]([F:23])([F:22])[F:24])=[CH:16][CH:15]=1)[CH2:5]2, predict the reactants needed to synthesize it. The reactants are: Br[C:2]1[CH:3]=[C:4]2[C:8](=[C:9]([CH3:11])[CH:10]=1)[C:7](=O)[N:6]([CH2:13][C:14]1[CH:19]=[CH:18][C:17]([O:20][C:21]([F:24])([F:23])[F:22])=[CH:16][CH:15]=1)[CH2:5]2.[CH3:25][N:26]1[CH2:31][CH2:30][N:29]([CH2:32][CH2:33][OH:34])[CH2:28][CH2:27]1.C([O-])([O-])=O.[Cs+].[Cs+].C(Cl)(Cl)Cl.CO.